This data is from Forward reaction prediction with 1.9M reactions from USPTO patents (1976-2016). The task is: Predict the product of the given reaction. Given the reactants [F:1][C:2]1[CH:7]=[CH:6][C:5](Cl)=[CH:4][CH:3]=1.[CH3:9][O:10][C:11]1[CH:16]=[CH:15][C:14]([C:17](=[O:20])[CH2:18][CH3:19])=[CH:13][CH:12]=1.P.C(O[Na])(C)(C)C, predict the reaction product. The product is: [F:1][C:2]1[CH:7]=[CH:6][C:5]([CH:18]([CH3:19])[C:17]([C:14]2[CH:15]=[CH:16][C:11]([O:10][CH3:9])=[CH:12][CH:13]=2)=[O:20])=[CH:4][CH:3]=1.